From a dataset of Full USPTO retrosynthesis dataset with 1.9M reactions from patents (1976-2016). Predict the reactants needed to synthesize the given product. (1) Given the product [F:38][C:35]1[CH:34]=[CH:33][C:32]([CH2:31][N:28]2[C:27](=[O:39])[C:17]3[C:16](=[C:15]([O:14][CH3:1])[C:24]4[N:23]=[CH:22][CH:21]=[N:20][C:19]=4[C:18]=3[OH:25])[C:29]2=[O:30])=[CH:37][CH:36]=1, predict the reactants needed to synthesize it. The reactants are: [CH:1]([O:14][C:15]1[C:24]2[N:23]=[CH:22][CH:21]=[N:20][C:19]=2[C:18]([O:25]C)=[C:17]2[C:27](=[O:39])[N:28]([CH2:31][C:32]3[CH:37]=[CH:36][C:35]([F:38])=[CH:34][CH:33]=3)[C:29](=[O:30])[C:16]=12)(C1C=CC=CC=1)C1C=CC=CC=1.C([SiH](CC)CC)C.FC(F)(F)C(O)=O. (2) The reactants are: [CH:1]1([CH2:7][O:8][C:9]2[CH:14]=[CH:13][N:12]=[C:11]([C:15](=[O:19])[CH2:16][C:17]#[N:18])[CH:10]=2)[CH2:6][CH2:5][CH2:4][CH2:3][CH2:2]1.B.CSC.N.CO.C(Cl)Cl.BrC1N=C(C(O)=O)C=CC=1. Given the product [NH2:18][CH2:17][CH2:16][CH:15]([C:11]1[CH:10]=[C:9]([O:8][CH2:7][CH:1]2[CH2:6][CH2:5][CH2:4][CH2:3][CH2:2]2)[CH:14]=[CH:13][N:12]=1)[OH:19], predict the reactants needed to synthesize it.